From a dataset of Forward reaction prediction with 1.9M reactions from USPTO patents (1976-2016). Predict the product of the given reaction. (1) Given the reactants ClC1C=C(C=CC=1)C(OO)=[O:6].[CH3:12][S:13][C:14]1[C:22]2[C:17](=[CH:18][C:19]([C:23]([N:25]3[CH2:30][CH2:29][O:28][CH2:27][CH2:26]3)=[O:24])=[CH:20][CH:21]=2)[N:16]([C:31]2[N:36]=[CH:35][C:34]([C:37]3[CH:38]=[N:39][CH:40]=[CH:41][CH:42]=3)=[CH:33][N:32]=2)[CH:15]=1, predict the reaction product. The product is: [CH3:12][S:13]([C:14]1[C:22]2[C:17](=[CH:18][C:19]([C:23]([N:25]3[CH2:30][CH2:29][O:28][CH2:27][CH2:26]3)=[O:24])=[CH:20][CH:21]=2)[N:16]([C:31]2[N:32]=[CH:33][C:34]([C:37]3[CH:38]=[N:39][CH:40]=[CH:41][CH:42]=3)=[CH:35][N:36]=2)[CH:15]=1)=[O:6]. (2) Given the reactants C([C:3]([N:10]1[CH2:15][CH2:14][N:13]([C:16]([O:18][C:19]([CH3:22])([CH3:21])[CH3:20])=[O:17])[CH2:12][CH2:11]1)=[CH:4][C:5]1[S:6][CH:7]=[CH:8][N:9]=1)#N.[N-:23]=[N+:24]=[N-:25].[Na+], predict the reaction product. The product is: [S:6]1[CH:7]=[CH:8][N:9]=[C:5]1[C:4]1[NH:25][N:24]=[N:23][C:3]=1[N:10]1[CH2:11][CH2:12][N:13]([C:16]([O:18][C:19]([CH3:20])([CH3:21])[CH3:22])=[O:17])[CH2:14][CH2:15]1.